Task: Predict which catalyst facilitates the given reaction.. Dataset: Catalyst prediction with 721,799 reactions and 888 catalyst types from USPTO (1) Reactant: [CH2:1]([O:3][CH2:4][C:5](=[N:9][NH:10][C:11]1[CH:16]=[CH:15][C:14]([C:17]([F:20])([F:19])[F:18])=[CH:13][CH:12]=1)[C:6]([OH:8])=O)[CH3:2].[NH2:21][CH2:22][C:23]1[CH:24]=[CH:25][C:26]([Cl:29])=[N:27][CH:28]=1.Cl.CN(C)CCCN=C=NCC. Product: [Cl:29][C:26]1[N:27]=[CH:28][C:23]([CH2:22][NH:21][C:6](=[O:8])[C:5](=[N:9][NH:10][C:11]2[CH:16]=[CH:15][C:14]([C:17]([F:20])([F:19])[F:18])=[CH:13][CH:12]=2)[CH2:4][O:3][CH2:1][CH3:2])=[CH:24][CH:25]=1. The catalyst class is: 22. (2) Reactant: [CH:1](=[N:8]/[OH:9])\[C:2]1[CH:7]=[CH:6][CH:5]=[CH:4][CH:3]=1.[C:10]([O:14][CH3:15])(=[O:13])[C:11]#[CH:12].[Cl-].[K+].OOS([O-])=O.[K+]. Product: [C:2]1([C:1]2[CH:12]=[C:11]([C:10]([O:14][CH3:15])=[O:13])[O:9][N:8]=2)[CH:7]=[CH:6][CH:5]=[CH:4][CH:3]=1. The catalyst class is: 6. (3) Reactant: Br[C:2]1[N:3]=[C:4]([C:9]2[N:10]([CH2:18][CH3:19])[C:11]3[CH:16]=[CH:15][N:14]=[CH:13][C:12]=3[N:17]=2)[C:5]([NH2:8])=[N:6][CH:7]=1.[C:20]([O-:23])(=[O:22])[CH3:21].[C:24]([O-:27])([O-])=O.[K+].[K+]. Product: [NH2:8][C:5]1[N:6]=[CH:7][C:2]([C:11]2[CH:16]=[CH:15][C:24]([O:27][CH2:21][C:20]([OH:23])=[O:22])=[CH:13][CH:12]=2)=[N:3][C:4]=1[C:9]1[N:10]([CH2:18][CH3:19])[C:11]2[CH:16]=[CH:15][N:14]=[CH:13][C:12]=2[N:17]=1. The catalyst class is: 558. (4) Reactant: O[C:2]1([C:22]([F:25])([F:24])[F:23])[CH2:6][N:5]([C:7]2[CH:12]=[CH:11][C:10]([S:13]([CH3:16])(=[O:15])=[O:14])=[CH:9][CH:8]=2)[C:4]([C:17]2[CH:21]=[CH:20][S:19][CH:18]=2)=[N:3]1.O.C1(C)C=CC(S(O)(=O)=O)=CC=1. Product: [CH3:16][S:13]([C:10]1[CH:9]=[CH:8][C:7]([N:5]2[CH:6]=[C:2]([C:22]([F:24])([F:25])[F:23])[N:3]=[C:4]2[C:17]2[CH:21]=[CH:20][S:19][CH:18]=2)=[CH:12][CH:11]=1)(=[O:15])=[O:14]. The catalyst class is: 11. (5) Reactant: [NH:1]1[CH2:6][CH2:5][O:4][CH2:3][CH2:2]1.Cl[C:8]1[C:13](=[O:14])[N:12]([CH3:15])[CH:11]=[C:10]2[C:16](=[O:32])[N:17]([CH2:20][CH2:21][C:22]3[CH:31]=[CH:30][C:29]4[C:24](=[CH:25][CH:26]=[CH:27][CH:28]=4)[N:23]=3)[C:18](=[O:19])[C:9]=12. Product: [CH3:15][N:12]1[C:13](=[O:14])[C:8]([N:1]2[CH2:6][CH2:5][O:4][CH2:3][CH2:2]2)=[C:9]2[C:18](=[O:19])[N:17]([CH2:20][CH2:21][C:22]3[CH:31]=[CH:30][C:29]4[C:24](=[CH:25][CH:26]=[CH:27][CH:28]=4)[N:23]=3)[C:16](=[O:32])[C:10]2=[CH:11]1. The catalyst class is: 14. (6) Reactant: CC(OC(/N=N/C(OC(C)(C)C)=O)=O)(C)C.[Cl:17][C:18]1[CH:19]=[C:20]([CH:35]=[CH:36][C:37]=1[F:38])[NH:21][C:22]1[C:31]2[C:30]([OH:32])=[CH:29][C:28]([O:33][CH3:34])=[CH:27][C:26]=2[N:25]=[CH:24][N:23]=1.[Si:39]([O:46][C@H:47]1[CH2:51][N:50]([C:52]([O:54][C:55]([CH3:58])([CH3:57])[CH3:56])=[O:53])[C@@H:49]([CH2:59]O)[CH2:48]1)([C:42]([CH3:45])([CH3:44])[CH3:43])([CH3:41])[CH3:40].C1(P(C2C=CC=CC=2)C2C=CC=CC=2)C=CC=CC=1. Product: [Si:39]([O:46][C@H:47]1[CH2:51][N:50]([C:52]([O:54][C:55]([CH3:58])([CH3:57])[CH3:56])=[O:53])[C@@H:49]([CH2:59][O:32][C:30]2[CH:29]=[C:28]([O:33][CH3:34])[CH:27]=[C:26]3[C:31]=2[C:22]([NH:21][C:20]2[CH:35]=[CH:36][C:37]([F:38])=[C:18]([Cl:17])[CH:19]=2)=[N:23][CH:24]=[N:25]3)[CH2:48]1)([C:42]([CH3:45])([CH3:44])[CH3:43])([CH3:41])[CH3:40]. The catalyst class is: 2.